From a dataset of Forward reaction prediction with 1.9M reactions from USPTO patents (1976-2016). Predict the product of the given reaction. (1) Given the reactants [N+:1]([C:4]1[C:10]([CH3:11])=[CH:9][CH:8]=[CH:7][C:5]=1[NH2:6])([O-:3])=[O:2].Br[C:13]1[CH:18]=[CH:17][C:16]([CH2:19][CH2:20][OH:21])=[CH:15][CH:14]=1.C([O-])([O-])=O.[K+].[K+], predict the reaction product. The product is: [CH3:11][C:10]1[C:4]([N+:1]([O-:3])=[O:2])=[C:5]([CH:7]=[CH:8][CH:9]=1)[NH:6][C:13]1[CH:18]=[CH:17][C:16]([CH2:19][CH2:20][OH:21])=[CH:15][CH:14]=1. (2) Given the reactants [Cl:1][C:2]1[N:7]=[CH:6][C:5]([CH2:8][N:9]2[CH:14]=[CH:13][CH:12]=[CH:11][C:10]2=[N:15][C:16](=S)[C:17]([F:20])([F:19])[F:18])=[CH:4][CH:3]=1.[CH3:22][NH2:23], predict the reaction product. The product is: [Cl:1][C:2]1[N:7]=[CH:6][C:5]([CH2:8][N:9]2[CH:14]=[CH:13][CH:12]=[CH:11][C:10]2=[N:15][C:16](=[N:23][CH3:22])[C:17]([F:20])([F:19])[F:18])=[CH:4][CH:3]=1. (3) Given the reactants [SH:1][CH2:2][C:3]([O:5][CH2:6][CH3:7])=[O:4].C(ON=O)CC(C)C.[Cl:16][C:17]1[CH:23]=[CH:22][C:20](N)=[C:19]([S:24][C:25]2[CH:30]=[CH:29][C:28]([S:31]([CH2:34][CH3:35])(=[O:33])=[O:32])=[CH:27][C:26]=2[Cl:36])[CH:18]=1, predict the reaction product. The product is: [Cl:16][C:17]1[CH:23]=[CH:22][C:20]([S:1][CH2:2][C:3]([O:5][CH2:6][CH3:7])=[O:4])=[C:19]([S:24][C:25]2[CH:30]=[CH:29][C:28]([S:31]([CH2:34][CH3:35])(=[O:32])=[O:33])=[CH:27][C:26]=2[Cl:36])[CH:18]=1. (4) Given the reactants [Cl:1][C:2]1[C:3]([NH:23][C:24]2[CH:28]=[C:27]([CH3:29])[NH:26][N:25]=2)=[N:4][C:5]([NH:8][C:9]2[CH:14]=[C:13]([CH3:15])[C:12]([CH:16]3[CH2:21][CH2:20][NH:19][CH2:18][CH2:17]3)=[CH:11][C:10]=2[F:22])=[N:6][CH:7]=1.Cl[C:31]1[N:32]=[N:33][C:34]([CH3:37])=[CH:35][CH:36]=1.C([O-])([O-])=O.[Cs+].[Cs+], predict the reaction product. The product is: [Cl:1][C:2]1[C:3]([NH:23][C:24]2[CH:28]=[C:27]([CH3:29])[NH:26][N:25]=2)=[N:4][C:5]([NH:8][C:9]2[CH:14]=[C:13]([CH3:15])[C:12]([CH:16]3[CH2:17][CH2:18][N:19]([C:31]4[N:32]=[N:33][C:34]([CH3:37])=[CH:35][CH:36]=4)[CH2:20][CH2:21]3)=[CH:11][C:10]=2[F:22])=[N:6][CH:7]=1. (5) Given the reactants [H-].[Na+].[C:3]([O:9][CH3:10])(=[O:8])[CH2:4][C:5]([CH3:7])=[O:6].O=[C:12]1[NH:17][C:16]2C=[CH:19][C:20]([C:22]#[N:23])=[CH:21][C:15]=2C(=O)O1.O.[CH3:26]C(N(C)C)=O, predict the reaction product. The product is: [C:22]([C:20]1[CH:19]=[C:7]2[C:16](=[CH:15][CH:21]=1)[NH:17][C:12]([CH3:26])=[C:4]([C:3]([O:9][CH3:10])=[O:8])[CH:5]2[OH:6])#[N:23]. (6) Given the reactants [CH2:1]([C:3]1[C:8]([NH2:9])=[C:7]([CH3:10])[C:6]([NH2:11])=[C:5]([CH2:12][CH3:13])[CH:4]=1)[CH3:2], predict the reaction product. The product is: [CH:1]([NH:11][C:6]1[C:5]([CH2:12][CH3:13])=[CH:4][C:3]([CH2:1][CH3:2])=[C:8]([NH:9][CH:5]([CH2:6][CH3:7])[CH3:12])[C:7]=1[CH3:10])([CH2:3][CH3:4])[CH3:2]. (7) The product is: [Br:1][C:2]1[C:3]([CH2:13][Br:21])=[N:4][C:5]2[C:10]([CH:11]=1)=[C:9]([F:12])[CH:8]=[CH:7][CH:6]=2. Given the reactants [Br:1][C:2]1[C:3]([CH3:13])=[N:4][C:5]2[C:10]([CH:11]=1)=[C:9]([F:12])[CH:8]=[CH:7][CH:6]=2.C1C(=O)N([Br:21])C(=O)C1, predict the reaction product. (8) The product is: [O:1]1[C:10]2[C:5](=[CH:6][CH:7]=[CH:8][CH:9]=2)[CH:4]([C:11]2[NH:15][CH:14]=[CH:13][N:12]=2)[CH2:3][CH2:2]1. Given the reactants [O:1]1[C:10]2[C:5](=[CH:6][CH:7]=[CH:8][CH:9]=2)[C:4]([C:11]2[NH:12][CH:13]=[CH:14][N:15]=2)=[CH:3][CH2:2]1.[H-].[Al+3].[Li+].[H-].[H-].[H-], predict the reaction product. (9) Given the reactants [CH:1]1([CH2:4][O:5][C:6]2[CH:11]=[C:10]([O:12][CH2:13][CH2:14][O:15][CH3:16])[CH:9]=[CH:8][C:7]=2/[CH:17]=[CH:18]/[C:19]([O:21]CC)=[O:20])[CH2:3][CH2:2]1.[OH-].[Na+], predict the reaction product. The product is: [CH:1]1([CH2:4][O:5][C:6]2[CH:11]=[C:10]([O:12][CH2:13][CH2:14][O:15][CH3:16])[CH:9]=[CH:8][C:7]=2/[CH:17]=[CH:18]/[C:19]([OH:21])=[O:20])[CH2:3][CH2:2]1. (10) Given the reactants [NH2:1][CH2:2][C:3]1[CH:8]=[CH:7][C:6]([C:9]2[NH:10][C:11](=[O:21])[C:12]3[CH:13]=[CH:14][CH:15]=[C:16]([C:19]#[N:20])[C:17]=3[CH:18]=2)=[CH:5][CH:4]=1.[CH3:22][C:23]1[O:27][C:26](=O)[NH:25][N:24]=1.CCN(C(C)C)C(C)C.F[P-](F)(F)(F)(F)F.CN([PH+](N(C)C)N(C)C)C, predict the reaction product. The product is: [CH3:22][C:23]1[O:27][C:26]([NH:1][CH2:2][C:3]2[CH:4]=[CH:5][C:6]([C:9]3[NH:10][C:11](=[O:21])[C:12]4[CH:13]=[CH:14][CH:15]=[C:16]([C:19]#[N:20])[C:17]=4[CH:18]=3)=[CH:7][CH:8]=2)=[N:25][N:24]=1.